Dataset: Forward reaction prediction with 1.9M reactions from USPTO patents (1976-2016). Task: Predict the product of the given reaction. (1) Given the reactants [Cl:1][C:2]1[CH:7]=[C:6]([F:8])[CH:5]=[CH:4][C:3]=1[NH:9][S:10]([CH:13]1[CH2:22][CH2:21][C:16]2([O:20][CH2:19][CH2:18][O:17]2)[CH:15]=[C:14]1[C:23]([OH:25])=[O:24])(=[O:12])=[O:11].[C:26]([O:29][CH2:30]Br)(=[O:28])[CH3:27].C(=O)([O-])[O-].[Cs+].[Cs+].Cl, predict the reaction product. The product is: [Cl:1][C:2]1[CH:7]=[C:6]([F:8])[CH:5]=[CH:4][C:3]=1[NH:9][S:10]([CH:13]1[CH2:22][CH2:21][C:16]2([O:17][CH2:18][CH2:19][O:20]2)[CH:15]=[C:14]1[C:23]([O:25][CH2:30][O:29][C:26](=[O:28])[CH3:27])=[O:24])(=[O:12])=[O:11]. (2) The product is: [CH2:6]([C:10]1[CH:17]=[CH:16][C:13]([CH2:14][Cl:5])=[CH:12][CH:11]=1)[CH2:7][CH2:8][CH3:9]. Given the reactants CS([Cl:5])(=O)=O.[CH2:6]([C:10]1[CH:17]=[CH:16][C:13]([CH2:14]O)=[CH:12][CH:11]=1)[CH2:7][CH2:8][CH3:9].C(N(CC)CC)C, predict the reaction product. (3) Given the reactants [CH2:1]1[CH:5]2[CH2:6][NH:7][CH2:8][CH:4]2[CH2:3][O:2]1.CCN(CC)CC.[CH3:16][C:17]([O:20][C:21](O[C:21]([O:20][C:17]([CH3:19])([CH3:18])[CH3:16])=[O:22])=[O:22])([CH3:19])[CH3:18], predict the reaction product. The product is: [CH2:1]1[CH:5]2[CH2:6][N:7]([C:21]([O:20][C:17]([CH3:19])([CH3:18])[CH3:16])=[O:22])[CH2:8][CH:4]2[CH2:3][O:2]1. (4) Given the reactants Cl.FC1C=C(C=CC=1)CN1C=C(C2C3C(=NC=C(C4C=CC(C5CCNCC5)=CC=4)C=3)N(S(C3C=CC(C)=CC=3)(=O)=O)C=2)C=N1.[F:46][C:47]1[CH:52]=[C:51]([C:53]2[CH:54]=[C:55]3[C:61]([C:62]4[CH:63]=[N:64][N:65]([CH2:67][C:68]5[CH:73]=[CH:72][CH:71]=[C:70]([F:74])[CH:69]=5)[CH:66]=4)=[CH:60][N:59](S(C4C=CC(C)=CC=4)(=O)=O)[C:56]3=[N:57][CH:58]=2)[CH:50]=[CH:49][C:48]=1[N:85]1[CH2:90][CH2:89][N:88]([CH2:91][C@@H:92]([OH:94])[CH3:93])[CH2:87][CH2:86]1.[OH-].[Li+], predict the reaction product. The product is: [F:46][C:47]1[CH:52]=[C:51]([C:53]2[CH:54]=[C:55]3[C:61]([C:62]4[CH:63]=[N:64][N:65]([CH2:67][C:68]5[CH:73]=[CH:72][CH:71]=[C:70]([F:74])[CH:69]=5)[CH:66]=4)=[CH:60][NH:59][C:56]3=[N:57][CH:58]=2)[CH:50]=[CH:49][C:48]=1[N:85]1[CH2:90][CH2:89][N:88]([CH2:91][C@@H:92]([OH:94])[CH3:93])[CH2:87][CH2:86]1. (5) Given the reactants [CH2:1]([C:3](C=C)=[O:4])C.ClC1[CH:9]=[C:10]([CH:13]=[CH:14]C=1)[CH:11]=O.[CH3:16][Si:17]([CH3:24])([CH3:23])N[Si:17]([CH3:24])([CH3:23])[CH3:16].C([Li])CCC.C[Si](Cl)(C)C.C([N:37](CC)CC)C.C(Cl)(=O)C, predict the reaction product. The product is: [CH2:9]=[C:10]([CH:11]=[N:37][C:3]([O:1][Si:17]([CH3:24])([CH3:23])[CH3:16])=[CH2:4])[CH2:13][CH3:14]. (6) Given the reactants [C:1]([O:5][C:6]([NH:8][CH:9]1[CH2:14][CH2:13][N:12]([C:15]2[N:24]=[C:23]3[C:18]([C:19](=[O:34])[C:20]([C:29]([O:31]CC)=[O:30])=[CH:21][N:22]3[CH2:25][CH2:26][C:27]#[N:28])=[CH:17][C:16]=2[F:35])[CH2:11][CH2:10]1)=[O:7])([CH3:4])([CH3:3])[CH3:2].[Li+].[OH-], predict the reaction product. The product is: [C:1]([O:5][C:6]([NH:8][CH:9]1[CH2:14][CH2:13][N:12]([C:15]2[N:24]=[C:23]3[C:18]([C:19](=[O:34])[C:20]([C:29]([OH:31])=[O:30])=[CH:21][N:22]3[CH2:25][CH2:26][C:27]#[N:28])=[CH:17][C:16]=2[F:35])[CH2:11][CH2:10]1)=[O:7])([CH3:4])([CH3:2])[CH3:3].